This data is from Peptide-MHC class I binding affinity with 185,985 pairs from IEDB/IMGT. The task is: Regression. Given a peptide amino acid sequence and an MHC pseudo amino acid sequence, predict their binding affinity value. This is MHC class I binding data. The peptide sequence is EFTSFFYRY. The MHC is HLA-B27:05 with pseudo-sequence HLA-B27:05. The binding affinity (normalized) is 0.0847.